Dataset: Full USPTO retrosynthesis dataset with 1.9M reactions from patents (1976-2016). Task: Predict the reactants needed to synthesize the given product. (1) Given the product [C:1]([C:5]1[CH:18]=[CH:17][CH:16]=[CH:15][C:6]=1[O:7][C:8]1[C:13]([N:14]=[C:19]=[S:20])=[CH:12][CH:11]=[CH:10][N:9]=1)([CH3:4])([CH3:2])[CH3:3], predict the reactants needed to synthesize it. The reactants are: [C:1]([C:5]1[CH:18]=[CH:17][CH:16]=[CH:15][C:6]=1[O:7][C:8]1[C:13]([NH2:14])=[CH:12][CH:11]=[CH:10][N:9]=1)([CH3:4])([CH3:3])[CH3:2].[C:19](N1C=CC=CC1=O)(N1C=CC=CC1=O)=[S:20]. (2) Given the product [CH2:7]([C:1]1[CH:6]=[CH:5][C:4]([S:26]([Cl:25])(=[O:28])=[O:27])=[CH:3][CH:2]=1)[CH2:8][CH2:9][CH2:10][CH2:11][CH2:12][CH2:13][CH2:14][CH2:15][CH2:16][CH2:17][CH2:18][CH2:19][CH2:20][CH2:21][CH3:22], predict the reactants needed to synthesize it. The reactants are: [C:1]1([CH2:7][CH2:8][CH2:9][CH2:10][CH2:11][CH2:12][CH2:13][CH2:14][CH2:15][CH2:16][CH2:17][CH2:18][CH2:19][CH2:20][CH2:21][CH2:22]CC)[CH:6]=[CH:5][CH:4]=[CH:3][CH:2]=1.[Cl:25][S:26](O)(=[O:28])=[O:27]. (3) Given the product [ClH:33].[OH:38][CH:36]1[CH2:37][N:34]([CH2:2][C:3]([N:5]2[CH2:11][CH2:10][C:9]3[CH:12]=[CH:13][C:14]([C:16]4[N:20]=[C:19]([C:21]5[CH:22]=[CH:23][C:24]([O:29][CH:30]([CH3:32])[CH3:31])=[C:25]([CH:28]=5)[C:26]#[N:27])[O:18][N:17]=4)=[CH:15][C:8]=3[CH2:7][CH2:6]2)=[O:4])[CH2:35]1, predict the reactants needed to synthesize it. The reactants are: Br[CH2:2][C:3]([N:5]1[CH2:11][CH2:10][C:9]2[CH:12]=[CH:13][C:14]([C:16]3[N:20]=[C:19]([C:21]4[CH:22]=[CH:23][C:24]([O:29][CH:30]([CH3:32])[CH3:31])=[C:25]([CH:28]=4)[C:26]#[N:27])[O:18][N:17]=3)=[CH:15][C:8]=2[CH2:7][CH2:6]1)=[O:4].[ClH:33].[NH:34]1[CH2:37][CH:36]([OH:38])[CH2:35]1.C(=O)([O-])[O-].[K+].[K+].